This data is from Peptide-MHC class I binding affinity with 185,985 pairs from IEDB/IMGT. The task is: Regression. Given a peptide amino acid sequence and an MHC pseudo amino acid sequence, predict their binding affinity value. This is MHC class I binding data. (1) The peptide sequence is RVMPVFAFK. The MHC is HLA-B46:01 with pseudo-sequence HLA-B46:01. The binding affinity (normalized) is 0.0847. (2) The peptide sequence is ILCSLMEHWA. The MHC is HLA-A02:01 with pseudo-sequence HLA-A02:01. The binding affinity (normalized) is 0.315. (3) The peptide sequence is LCLSGEGWPY. The MHC is HLA-A32:01 with pseudo-sequence HLA-A32:01. The binding affinity (normalized) is 0. (4) The peptide sequence is EKLKKKSAF. The MHC is HLA-B39:01 with pseudo-sequence HLA-B39:01. The binding affinity (normalized) is 0.0847. (5) The peptide sequence is FPQHVITKDV. The MHC is HLA-B35:01 with pseudo-sequence HLA-B35:01. The binding affinity (normalized) is 0.535. (6) The peptide sequence is RRYTRRISL. The MHC is HLA-B18:01 with pseudo-sequence HLA-B18:01. The binding affinity (normalized) is 0.0847. (7) The peptide sequence is YLVAYQATV. The MHC is Mamu-B17 with pseudo-sequence Mamu-B17. The binding affinity (normalized) is 0. (8) The peptide sequence is LTFLHTLYK. The MHC is HLA-B08:01 with pseudo-sequence HLA-B08:01. The binding affinity (normalized) is 0.0847.